Regression. Given a peptide amino acid sequence and an MHC pseudo amino acid sequence, predict their binding affinity value. This is MHC class I binding data. From a dataset of Peptide-MHC class I binding affinity with 185,985 pairs from IEDB/IMGT. The peptide sequence is SIFFDYMAI. The MHC is HLA-A66:01 with pseudo-sequence YYAMYRNNVAQTDVDTLYIRYQDYTWAEWAYRWY. The binding affinity (normalized) is 0.213.